Dataset: Full USPTO retrosynthesis dataset with 1.9M reactions from patents (1976-2016). Task: Predict the reactants needed to synthesize the given product. Given the product [C:26]([OH:28])(=[O:27])[CH3:25].[NH2:35][C:24]1[CH:23]=[C:22]([C@H:19]([NH:18][C:16]([N:13]2[C:14](=[O:15])[C@@H:8]([CH2:7][C:6]3[CH:52]=[C:2]([Cl:1])[CH:3]=[CH:4][C:5]=3[O:53][CH3:54])[CH2:9][NH:10][C:11](=[O:38])[CH2:12]2)=[O:17])[CH2:20][CH3:21])[CH:34]=[CH:33][C:25]=1[C:26]([OH:28])=[O:27], predict the reactants needed to synthesize it. The reactants are: [Cl:1][C:2]1[CH:3]=[CH:4][C:5]([O:53][CH3:54])=[C:6]([CH:52]=1)[CH2:7][C@@H:8]1[C:14](=[O:15])[N:13]([C:16]([NH:18][C@@H:19]([C:22]2[CH:34]=[CH:33][C:25]([C:26]([O:28]C(C)(C)C)=[O:27])=[C:24]([N+:35]([O-])=O)[CH:23]=2)[CH2:20][CH3:21])=[O:17])[CH2:12][C:11](=[O:38])[N:10](CC2C(OC)=CC(OC)=CC=2OC)[CH2:9]1.O.